Predict the reaction yield, written as a fraction of the theoretical maximum amount of product (1.0 means a 100% yield; for example, 0.34 means a 34% yield). From a dataset of Reaction yield outcomes from USPTO patents with 853,638 reactions. The reactants are CN(C)C=O.[H-].[Na+].[CH3:8][O:9][C:10]1[CH:11]=[C:12]2[C:17](=[CH:18][C:19]=1[O:20][CH3:21])[N:16]=[CH:15][N:14]=[C:13]2[O:22][C:23]1[CH:28]=[CH:27][C:26]([NH:29][C:30](=[O:38])[O:31][CH:32]2[CH2:37][CH2:36][CH2:35][CH2:34][CH2:33]2)=[CH:25][CH:24]=1.[CH2:39](I)[CH3:40]. The catalyst is O. The product is [CH3:8][O:9][C:10]1[CH:11]=[C:12]2[C:17](=[CH:18][C:19]=1[O:20][CH3:21])[N:16]=[CH:15][N:14]=[C:13]2[O:22][C:23]1[CH:24]=[CH:25][C:26]([N:29]([CH2:39][CH3:40])[C:30](=[O:38])[O:31][CH:32]2[CH2:33][CH2:34][CH2:35][CH2:36][CH2:37]2)=[CH:27][CH:28]=1. The yield is 0.930.